From a dataset of Catalyst prediction with 721,799 reactions and 888 catalyst types from USPTO. Predict which catalyst facilitates the given reaction. (1) Reactant: [CH2:1]([NH:3][C:4]([NH:6][C:7]1[N:12]=[CH:11][C:10]([C:13]2[CH:18]=[CH:17][N:16]=[C:15]([C:19]([NH:21][NH2:22])=[O:20])[CH:14]=2)=[C:9]([C:23]2[S:24][CH:25]=[C:26]([C:28]3[CH:33]=[CH:32][CH:31]=[C:30]([O:34][CH3:35])[N:29]=3)[N:27]=2)[CH:8]=1)=[O:5])[CH3:2].N1([C:41](N2C=CN=C2)=[O:42])C=CN=C1.C(#N)C. Product: [CH2:1]([NH:3][C:4]([NH:6][C:7]1[N:12]=[CH:11][C:10]([C:13]2[CH:18]=[CH:17][N:16]=[C:15]([C:19]3[O:20][C:41](=[O:42])[NH:22][N:21]=3)[CH:14]=2)=[C:9]([C:23]2[S:24][CH:25]=[C:26]([C:28]3[CH:33]=[CH:32][CH:31]=[C:30]([O:34][CH3:35])[N:29]=3)[N:27]=2)[CH:8]=1)=[O:5])[CH3:2]. The catalyst class is: 39. (2) Reactant: [F:1][C:2]1[CH:3]=[C:4]2[C:8](=[CH:9][CH:10]=1)[N:7]([CH2:11][C:12]1[CH:17]=[CH:16][CH:15]=[C:14]([F:18])[CH:13]=1)[C:6]([C:19](O)=[O:20])=[CH:5]2.Cl.[NH2:23][C:24]1[CH:33]=[C:32]2[C:27]([CH:28]=[CH:29][CH:30]=[N:31]2)=[CH:26][CH:25]=1.C(N(C(C)C)CC)(C)C.O. Product: [N:31]1[C:32]2[C:27](=[CH:26][CH:25]=[C:24]([NH:23][C:19]([C:6]3[N:7]([CH2:11][C:12]4[CH:17]=[CH:16][CH:15]=[C:14]([F:18])[CH:13]=4)[C:8]4[C:4]([CH:5]=3)=[CH:3][C:2]([F:1])=[CH:10][CH:9]=4)=[O:20])[CH:33]=2)[CH:28]=[CH:29][CH:30]=1. The catalyst class is: 42. (3) Reactant: [CH3:1][C:2]1([CH3:16])[CH2:7][O:6][C:5]2([CH2:14][CH2:13][CH2:12][C:11](=O)[CH2:10][CH2:9][CH2:8]2)[O:4][CH2:3]1.C[N:18]1[CH:23]=[C:22]([N+:24]([O-:26])=[O:25])[CH:21]=C([N+]([O-])=O)C1=O.N. Product: [CH3:1][C:2]1([CH3:16])[CH2:7][O:6][C:5]2([CH2:14][CH2:13][CH2:12][C:11]3=[N:18][CH:23]=[C:22]([N+:24]([O-:26])=[O:25])[CH:21]=[C:10]3[CH2:9][CH2:8]2)[O:4][CH2:3]1. The catalyst class is: 5. (4) Reactant: [CH2:1]1[CH:9]2[N:4]([CH2:5][CH:6]=[C:7]([C:10]3[C:18]4[C:13](=[CH:14][CH:15]=[N:16][CH:17]=4)[NH:12][CH:11]=3)[CH2:8]2)[CH2:3][CH2:2]1.C[Si]([N-][Si](C)(C)C)(C)C.[Na+].[Cl:29][C:30]1[CH:38]=[CH:37][CH:36]=[CH:35][C:31]=1[C:32](Cl)=[O:33]. Product: [Cl:29][C:30]1[CH:38]=[CH:37][CH:36]=[CH:35][C:31]=1[C:32]([N:12]1[C:13]2[C:18](=[CH:17][N:16]=[CH:15][CH:14]=2)[C:10]([C:7]2[CH2:8][CH:9]3[N:4]([CH2:3][CH2:2][CH2:1]3)[CH2:5][CH:6]=2)=[CH:11]1)=[O:33]. The catalyst class is: 1. (5) Reactant: [NH:1]1[CH:5]=[CH:4][CH:3]=[N:2]1.[H-].[Na+].[CH2:8]([O:15][C:16]1[CH:23]=[C:22](F)[CH:21]=[CH:20][C:17]=1[C:18]#[N:19])[C:9]1[CH:14]=[CH:13][CH:12]=[CH:11][CH:10]=1. Product: [CH2:8]([O:15][C:16]1[CH:23]=[C:22]([N:1]2[CH:5]=[CH:4][CH:3]=[N:2]2)[CH:21]=[CH:20][C:17]=1[C:18]#[N:19])[C:9]1[CH:10]=[CH:11][CH:12]=[CH:13][CH:14]=1. The catalyst class is: 3.